The task is: Predict the reaction yield, written as a fraction of the theoretical maximum amount of product (1.0 means a 100% yield; for example, 0.34 means a 34% yield).. This data is from Reaction yield outcomes from USPTO patents with 853,638 reactions. (1) The reactants are [CH3:1][O:2][C:3]1[CH:8]=[CH:7][C:6]([CH2:9][C:10]([OH:12])=[O:11])=[CH:5][CH:4]=1.OS(O)(=O)=O.[CH3:18]O. No catalyst specified. The product is [CH3:1][O:2][C:3]1[CH:4]=[CH:5][C:6]([CH2:9][C:10]([O:12][CH3:18])=[O:11])=[CH:7][CH:8]=1. The yield is 0.930. (2) The reactants are O.[OH-].[Li+].C[O:5][C:6](=[O:37])[CH2:7][C:8]1[C:17]([CH3:18])=[C:16]([C:19]2[CH:24]=[CH:23][C:22]([S:25]([C:28]3[CH:33]=[CH:32][C:31]([Cl:34])=[CH:30][C:29]=3[Cl:35])(=[O:27])=[O:26])=[CH:21][CH:20]=2)[C:15]2[C:10](=[CH:11][CH:12]=[C:13]([F:36])[CH:14]=2)[CH:9]=1. The catalyst is C1COCC1.O. The product is [Cl:35][C:29]1[CH:30]=[C:31]([Cl:34])[CH:32]=[CH:33][C:28]=1[S:25]([C:22]1[CH:21]=[CH:20][C:19]([C:16]2[C:15]3[C:10](=[CH:11][CH:12]=[C:13]([F:36])[CH:14]=3)[CH:9]=[C:8]([CH2:7][C:6]([OH:37])=[O:5])[C:17]=2[CH3:18])=[CH:24][CH:23]=1)(=[O:26])=[O:27]. The yield is 0.660.